The task is: Predict the reactants needed to synthesize the given product.. This data is from Full USPTO retrosynthesis dataset with 1.9M reactions from patents (1976-2016). (1) Given the product [OH:7][C:8]1[CH:9]=[C:10]([CH2:14][C@H:15]([O:20][CH:21]([CH3:23])[CH3:22])[C:16]([O:18][CH3:19])=[O:17])[CH:11]=[CH:12][CH:13]=1, predict the reactants needed to synthesize it. The reactants are: C([O:7][C:8]1[CH:9]=[C:10]([CH2:14][C@H:15]([O:20][CH:21]([CH3:23])[CH3:22])[C:16]([O:18][CH3:19])=[O:17])[CH:11]=[CH:12][CH:13]=1)(=O)C(C)(C)C.S(=O)(=O)(O)O.C1(C)C=CC=CC=1.O. (2) Given the product [Br:1][C:2]1[CH:3]=[C:4]([F:10])[C:5]([CH:8]=[N:11][OH:12])=[N:6][CH:7]=1, predict the reactants needed to synthesize it. The reactants are: [Br:1][C:2]1[CH:3]=[C:4]([F:10])[C:5]([CH:8]=O)=[N:6][CH:7]=1.[NH2:11][OH:12].Cl.C([O-])([O-])=O.[Na+].[Na+]. (3) Given the product [C:10]([O:14][C:15]([N:17]1[CH2:22][C@H:21]([CH2:23][N:1]2[CH2:6][CH2:5][O:4][CH2:3][C:2]2=[O:7])[N:20]([CH2:25][C:26]2[CH:27]=[CH:28][CH:29]=[CH:30][CH:31]=2)[CH2:19][C@H:18]1[CH3:32])=[O:16])([CH3:11])([CH3:12])[CH3:13], predict the reactants needed to synthesize it. The reactants are: [NH:1]1[CH2:6][CH2:5][O:4][CH2:3][C:2]1=[O:7].[H-].[Na+].[C:10]([O:14][C:15]([N:17]1[CH2:22][C@H:21]([CH2:23]Cl)[N:20]([CH2:25][C:26]2[CH:31]=[CH:30][CH:29]=[CH:28][CH:27]=2)[CH2:19][C@H:18]1[CH3:32])=[O:16])([CH3:13])([CH3:12])[CH3:11]. (4) Given the product [NH2:24][C@H:10]1[CH2:11][C:12]2[C:17](=[CH:16][CH:15]=[CH:14][CH:13]=2)[C@H:9]1[N:7]([C:5]([O:4][C:2]([CH3:23])([CH3:3])[CH3:1])=[O:6])[CH3:8], predict the reactants needed to synthesize it. The reactants are: [CH3:1][C:2]([CH3:23])([O:4][C:5]([N:7]([C@@H:9]1[C:17]2[C:12](=[CH:13][CH:14]=[CH:15][CH:16]=2)[CH2:11][C@@H:10]1OS(C)(=O)=O)[CH3:8])=[O:6])[CH3:3].[N-:24]=[N+]=[N-].[Na+]. (5) Given the product [ClH:1].[ClH:1].[ClH:1].[ClH:1].[NH2:69][C@H:49]1[CH2:48][C:47]2[CH:77]=[C:43]([CH:44]=[CH:45][C:46]=2[OH:78])[C:42]2=[CH:79][C:38](=[CH:39][CH:40]=[CH:41]2)[CH2:37][C@@H:36]([C:34]([NH:33][CH2:32][CH2:31][CH2:30][C@H:16]([NH2:15])[C:17]([NH:19][CH2:20][CH2:21][NH2:22])=[O:18])=[O:35])[NH:54][C:53](=[O:55])[C@H:52]([CH2:56][C@@H:57]([OH:67])[CH2:58][NH2:59])[NH:51][C:50]1=[O:68], predict the reactants needed to synthesize it. The reactants are: [ClH:1].O1CCOCC1.C(OC([NH:15][C@@H:16]([CH2:30][CH2:31][CH2:32][NH:33][C:34]([C@H:36]1[NH:54][C:53](=[O:55])[C@H:52]([CH2:56][C@@H:57]([OH:67])[CH2:58][NH:59]C(OC(C)(C)C)=O)[NH:51][C:50](=[O:68])[C@@H:49]([NH:69]C(OC(C)(C)C)=O)[CH2:48][C:47]2[CH:77]=[C:43]([CH:44]=[CH:45][C:46]=2[OH:78])[C:42]2=[CH:79][C:38](=[CH:39][CH:40]=[CH:41]2)[CH2:37]1)=[O:35])[C:17]([NH:19][CH2:20][CH2:21][NH:22]C(=O)OC(C)(C)C)=[O:18])=O)(C)(C)C. (6) Given the product [Cl:31][C:28]1[CH:29]=[CH:30][C:25]([C:23]2[CH:22]=[C:21]([C:32]([F:33])([F:35])[F:34])[N:20]=[C:19]([N:17]3[CH:18]=[C:14]([C:11]4[S:10][C:9]([S:6]([NH2:5])(=[O:7])=[O:8])=[CH:13][CH:12]=4)[N:15]=[CH:16]3)[N:24]=2)=[CH:26][CH:27]=1, predict the reactants needed to synthesize it. The reactants are: C([NH:5][S:6]([C:9]1[S:10][C:11]([C:14]2[N:15]=[CH:16][N:17]([C:19]3[N:24]=[C:23]([C:25]4[CH:30]=[CH:29][C:28]([Cl:31])=[CH:27][CH:26]=4)[CH:22]=[C:21]([C:32]([F:35])([F:34])[F:33])[N:20]=3)[CH:18]=2)=[CH:12][CH:13]=1)(=[O:8])=[O:7])(C)(C)C.C(O)(C(F)(F)F)=O. (7) Given the product [CH:1]1([CH2:6][CH:7]([C:16]2[CH:21]=[CH:20][C:19]([OH:22])=[CH:18][CH:17]=2)[C:8]([NH:10][C:11]2[S:12][CH:13]=[CH:14][N:15]=2)=[O:9])[CH2:5][CH2:4][CH2:3][CH2:2]1, predict the reactants needed to synthesize it. The reactants are: [CH:1]1([CH2:6][CH:7]([C:16]2[CH:21]=[CH:20][C:19]([O:22]C)=[CH:18][CH:17]=2)[C:8]([NH:10][C:11]2[S:12][CH:13]=[CH:14][N:15]=2)=[O:9])[CH2:5][CH2:4][CH2:3][CH2:2]1.B(Br)(Br)Br. (8) Given the product [CH3:9][O:10][C:11](=[O:40])/[C:12](/[NH:13][C:14](=[O:33])[C:15]1[CH:20]=[CH:19][C:18]([C:21](=[O:31])[CH2:22][CH2:23][C:24]2[CH:29]=[CH:28][CH:27]=[C:26]([OH:30])[CH:25]=2)=[CH:17][C:16]=1[Cl:32])=[CH:51]/[C:43]1[CH:42]=[N:41][C:50]2[C:45]([CH:44]=1)=[CH:46][CH:47]=[CH:48][CH:49]=2, predict the reactants needed to synthesize it. The reactants are: CN(C)C(N(C)C)=N.[CH3:9][O:10][C:11](=[O:40])[CH:12](P(OC)(OC)=O)[NH:13][C:14](=[O:33])[C:15]1[CH:20]=[CH:19][C:18]([C:21](=[O:31])[CH2:22][CH2:23][C:24]2[CH:29]=[CH:28][CH:27]=[C:26]([OH:30])[CH:25]=2)=[CH:17][C:16]=1[Cl:32].[N:41]1[C:50]2[C:45](=[CH:46][CH:47]=[CH:48][CH:49]=2)[CH:44]=[C:43]([CH:51]=O)[CH:42]=1. (9) Given the product [F:6][C:7]1[N:12]=[C:11]([O:13][CH2:14][C:15]2[CH:20]=[CH:19][C:18]([CH2:21][C:22]3[CH:27]=[C:26]([C:28]4[C:29]([NH2:34])=[N:30][CH:31]=[CH:32][CH:33]=4)[O:24][N:23]=3)=[CH:17][CH:16]=2)[CH:10]=[CH:9][CH:8]=1, predict the reactants needed to synthesize it. The reactants are: O1CCCC1.[F:6][C:7]1[N:12]=[C:11]([O:13][CH2:14][C:15]2[CH:20]=[CH:19][C:18]([CH2:21][C:22](Cl)=[N:23][OH:24])=[CH:17][CH:16]=2)[CH:10]=[CH:9][CH:8]=1.[C:26]([C:28]1[C:29]([NH2:34])=[N:30][CH:31]=[CH:32][CH:33]=1)#[CH:27].C(N(CC)CC)C.